This data is from Forward reaction prediction with 1.9M reactions from USPTO patents (1976-2016). The task is: Predict the product of the given reaction. (1) Given the reactants [OH-].[Na+].BrBr.[CH3:5][O:6][C:7]1[CH:12]=[C:11]([S:13][CH3:14])[CH:10]=[CH:9][C:8]=1[C:15](=[O:17])C.[O-:18]S([O-])=O.[Na+].[Na+].Cl, predict the reaction product. The product is: [CH3:5][O:6][C:7]1[CH:12]=[C:11]([S:13][CH3:14])[CH:10]=[CH:9][C:8]=1[C:15]([OH:17])=[O:18]. (2) Given the reactants [O:1]1[CH2:5][CH2:4][CH2:3][N:2]1[S:6]([NH:9]C(=O)OC(C)(C)C)(=[O:8])=[O:7].C(O)(C(F)(F)F)=O, predict the reaction product. The product is: [O:1]1[CH2:5][CH2:4][CH2:3][N:2]1[S:6]([NH2:9])(=[O:8])=[O:7]. (3) Given the reactants [NH2:1][C:2]1[C:7]([N+:8]([O-])=O)=[C:6]([N:11]2[CH2:16][CH2:15][N:14]([CH2:17][C:18]([N:20]([CH3:26])[C:21]3[S:22][CH:23]=[CH:24][N:25]=3)=[O:19])[CH2:13][CH2:12]2)[C:5]([Br:27])=[CH:4][N:3]=1.[CH3:28][N:29]([CH3:38])[C:30]1[CH:37]=[CH:36][C:33]([CH:34]=O)=[CH:32][CH:31]=1.[O-]S(S([O-])=O)=O.[Na+].[Na+], predict the reaction product. The product is: [Br:27][C:5]1[C:6]([N:11]2[CH2:16][CH2:15][N:14]([CH2:17][C:18]([N:20]([CH3:26])[C:21]3[S:22][CH:23]=[CH:24][N:25]=3)=[O:19])[CH2:13][CH2:12]2)=[C:7]2[N:8]=[C:34]([C:33]3[CH:36]=[CH:37][C:30]([N:29]([CH3:38])[CH3:28])=[CH:31][CH:32]=3)[NH:1][C:2]2=[N:3][CH:4]=1. (4) Given the reactants Cl.Cl.[NH2:3][CH:4]1[CH2:7][N:6]([C:8]2[C:18]([C:19]#[N:20])=[CH:17][C:11]([C:12]([O:14][CH2:15][CH3:16])=[O:13])=[C:10]([CH3:21])[N:9]=2)[CH2:5]1.ClC(Cl)(Cl)C[O:25][C:26](=O)[NH:27][S:28]([C:31]1[S:32][C:33]([Cl:36])=[CH:34][CH:35]=1)(=[O:30])=[O:29].CCN(C(C)C)C(C)C.CCOC(C)=O, predict the reaction product. The product is: [Cl:36][C:33]1[S:32][C:31]([S:28]([NH:27][C:26]([NH:3][CH:4]2[CH2:5][N:6]([C:8]3[C:18]([C:19]#[N:20])=[CH:17][C:11]([C:12]([O:14][CH2:15][CH3:16])=[O:13])=[C:10]([CH3:21])[N:9]=3)[CH2:7]2)=[O:25])(=[O:30])=[O:29])=[CH:35][CH:34]=1. (5) Given the reactants [C:1]1([P:7]([C:14]2[CH:19]=[CH:18][CH:17]=[CH:16][CH:15]=2)[C:8]2[CH:13]=[CH:12][CH:11]=[CH:10][CH:9]=2)[CH:6]=[CH:5][CH:4]=[CH:3][CH:2]=1.[Br:20][CH2:21][CH2:22][CH2:23][C:24]1[CH:29]=[CH:28][CH:27]=[CH:26][CH:25]=1, predict the reaction product. The product is: [Br-:20].[C:24]1([CH2:23][CH2:22][CH2:21][P+:7]([C:1]2[CH:2]=[CH:3][CH:4]=[CH:5][CH:6]=2)([C:8]2[CH:13]=[CH:12][CH:11]=[CH:10][CH:9]=2)[C:14]2[CH:15]=[CH:16][CH:17]=[CH:18][CH:19]=2)[CH:29]=[CH:28][CH:27]=[CH:26][CH:25]=1. (6) Given the reactants [CH3:1][N:2]1[CH2:20][C:14]2[CH:15]=[CH:16][C:17]([O:18][CH3:19])=[C:12]3[C:13]=2[C@:5]2([C@@H:10]([O:11]3)[CH2:9][C@@H:8]([OH:21])[CH:7]=[CH:6]2)[CH2:4][CH2:3]1.[BrH:22], predict the reaction product. The product is: [CH3:1][N:2]1[CH2:20][C:14]2=[C:13]3[C:12](=[C:17]([O:18][CH3:19])[CH:16]=[CH:15]2)[O:11][C@@H:10]2[C@:5]3([CH:6]=[CH:7][C@H:8]([OH:21])[CH2:9]2)[CH2:4][CH2:3]1.[BrH:22]. (7) Given the reactants [CH:1]#[C:2][C:3]1[CH:8]=[CH:7][C:6]([OH:9])=[CH:5][CH:4]=1.C1(C)C=CC(S(O)(=O)=O)=CC=1.C(OCC1C=CC=CC=1)=CC.[CH2:32]([O:39][CH:40]([O:43][C:44]1[CH:51]=[CH:50][C:47]([CH:48]=[CH2:49])=[CH:46][CH:45]=1)[CH2:41][CH3:42])[C:33]1[CH:38]=[CH:37][CH:36]=[CH:35][CH:34]=1.OC1C=CC(C=C)=CC=1, predict the reaction product. The product is: [CH2:32]([O:39][CH:40]([O:43][C:44]1[CH:51]=[CH:50][C:47]([CH:48]=[CH2:49])=[CH:46][CH:45]=1)[CH2:41][CH3:42])[C:33]1[CH:34]=[CH:35][CH:36]=[CH:37][CH:38]=1.[OH:9][C:6]1[CH:7]=[CH:8][C:3]([CH:2]=[CH2:1])=[CH:4][CH:5]=1. (8) Given the reactants [Cl:1][C:2]1[CH:7]=[CH:6][C:5]([C:8]2[C:18]([CH2:19][C:20]3[N:25]=[C:24]([C:26]([O:28]C)=[O:27])[CH:23]=[CH:22][CH:21]=3)=[C:11]3[CH:12]=[CH:13][C:14]([O:16][CH3:17])=[CH:15][N:10]3[N:9]=2)=[CH:4][CH:3]=1.[OH-].[Na+].Cl, predict the reaction product. The product is: [Cl:1][C:2]1[CH:7]=[CH:6][C:5]([C:8]2[C:18]([CH2:19][C:20]3[N:25]=[C:24]([C:26]([OH:28])=[O:27])[CH:23]=[CH:22][CH:21]=3)=[C:11]3[CH:12]=[CH:13][C:14]([O:16][CH3:17])=[CH:15][N:10]3[N:9]=2)=[CH:4][CH:3]=1. (9) Given the reactants [C:1]([O:6][CH2:7][CH2:8][N:9]([CH3:11])[CH3:10])(=[O:5])[C:2]([CH3:4])=[CH2:3].C1(C)C=CC=CC=1.[C:19]1([CH3:30])[CH:24]=[CH:23][C:22]([S:25]([O:28]C)(=[O:27])=[O:26])=[CH:21][CH:20]=1, predict the reaction product. The product is: [C:19]1([CH3:30])[CH:20]=[CH:21][C:22]([S:25]([O-:28])(=[O:26])=[O:27])=[CH:23][CH:24]=1.[CH2:7]([O:6][C:1](=[O:5])[C:2]([CH3:4])=[CH2:3])[CH3:8].[CH3:8][NH+:9]([CH3:11])[CH3:10]. (10) The product is: [CH3:1][O:2][C:3](=[O:26])[CH2:4][C@H:5]1[C:9]2[CH:10]=[CH:11][C:12]([O:14][C@H:15]3[C:23]4[C:18](=[C:19]([O:25][C:32]5[CH:33]=[CH:34][C:29]([C:27]#[N:28])=[C:30]([O:38][CH3:39])[CH:31]=5)[CH:20]=[CH:21][C:22]=4[F:24])[CH2:17][CH2:16]3)=[CH:13][C:8]=2[O:7][CH2:6]1. Given the reactants [CH3:1][O:2][C:3](=[O:26])[CH2:4][C@H:5]1[C:9]2[CH:10]=[CH:11][C:12]([O:14][C@H:15]3[C:23]4[C:18](=[C:19]([OH:25])[CH:20]=[CH:21][C:22]=4[F:24])[CH2:17][CH2:16]3)=[CH:13][C:8]=2[O:7][CH2:6]1.[C:27]([C:29]1[CH:34]=[CH:33][C:32](B(O)O)=[CH:31][C:30]=1[O:38][CH3:39])#[N:28], predict the reaction product.